Predict the reaction yield, written as a fraction of the theoretical maximum amount of product (1.0 means a 100% yield; for example, 0.34 means a 34% yield). From a dataset of Reaction yield outcomes from USPTO patents with 853,638 reactions. (1) The reactants are [Cl:1][C:2]1[CH:7]=[CH:6][CH:5]=[CH:4][C:3]=1[C@H:8]1[O:10][C@:9]1([CH2:19][N:20]1[C:24](=[S:25])[NH:23][CH:22]=[N:21]1)[C:11]1[CH:16]=[CH:15][C:14]([F:17])=[CH:13][C:12]=1[F:18].[CH2:26]([N:28](CC)CC)C.C(OCC)(=O)C. The catalyst is O1CCCC1. The product is [Cl:1][C:2]1[CH:7]=[CH:6][CH:5]=[CH:4][C:3]=1[C@H:8]1[O:10][C@:9]1([CH2:19][N:20]1[C:24]([S:25][C:26]#[N:28])=[N:23][CH:22]=[N:21]1)[C:11]1[CH:16]=[CH:15][C:14]([F:17])=[CH:13][C:12]=1[F:18]. The yield is 0.690. (2) The reactants are C(N(CC)CC)C.[CH:8]([C:10]1[C:18]2[C:13](=[CH:14][CH:15]=[CH:16][CH:17]=2)[N:12](C(OC(C)(C)C)=O)[CH:11]=1)=[O:9].[CH:26](=[N:33][C:34]1[CH:35]=[N:36][C:37]([O:42][CH2:43][CH3:44])=[C:38]([O:40][CH3:41])[CH:39]=1)[C:27]1[CH:32]=[CH:31][CH:30]=[CH:29][CH:28]=1. The catalyst is [Cl-].C([N+]1C(C)=C(CCO)SC=1)C1C=CC=CC=1.C(O)C. The product is [CH2:43]([O:42][C:37]1[N:36]=[CH:35][C:34]([NH:33][CH:26]([C:27]2[CH:32]=[CH:31][CH:30]=[CH:29][CH:28]=2)[C:8]([C:10]2[C:18]3[C:13](=[CH:14][CH:15]=[CH:16][CH:17]=3)[NH:12][CH:11]=2)=[O:9])=[CH:39][C:38]=1[O:40][CH3:41])[CH3:44]. The yield is 0.0500. (3) The reactants are Br[C:2]1[C:7]([O:8][CH2:9][CH3:10])=[CH:6][CH:5]=[C:4]([N+:11]([O-])=O)[N:3]=1. The product is [CH2:9]([O:8][C:7]1[CH:6]=[CH:5][C:4]([NH2:11])=[N:3][CH:2]=1)[CH3:10]. The catalyst is CCOC(C)=O.CCO.[Pd]. The yield is 0.940. (4) The reactants are COC1C=C(OC)C=CC=1C[NH:6][C:7]1[C:16]2[C:11](=[CH:12][CH:13]=[CH:14][CH:15]=2)[C:10]([C:17]#[N:18])=[N:9][CH:8]=1.FC(F)(F)C(O)=O. No catalyst specified. The product is [NH2:6][C:7]1[C:16]2[C:11](=[CH:12][CH:13]=[CH:14][CH:15]=2)[C:10]([C:17]#[N:18])=[N:9][CH:8]=1. The yield is 0.920. (5) The reactants are S(Cl)(Cl)=O.[NH2:5][C@@H:6]([C:10]([OH:12])=[O:11])[CH2:7][CH2:8][CH3:9].[CH3:13]O. No catalyst specified. The product is [CH3:13][O:11][C:10](=[O:12])[C@@H:6]([CH2:7][CH2:8][CH3:9])[NH2:5]. The yield is 0.950. (6) The reactants are [F:1][C:2]([F:14])([F:13])[C:3]1[CH:12]=[CH:11][C:6]([CH2:7][N:8]=[C:9]=[O:10])=[CH:5][CH:4]=1.[CH3:15][N:16]1[C:24]2[CH:23]=[C:22]([C:25]([F:28])([F:27])[F:26])[CH:21]=[C:20]([NH2:29])[C:19]=2[CH:18]=[N:17]1. No catalyst specified. The product is [CH3:15][N:16]1[C:24]2[C:19](=[C:20]([NH:29][C:9]([NH:8][CH2:7][C:6]3[CH:11]=[CH:12][C:3]([C:2]([F:13])([F:14])[F:1])=[CH:4][CH:5]=3)=[O:10])[CH:21]=[C:22]([C:25]([F:26])([F:27])[F:28])[CH:23]=2)[CH:18]=[N:17]1. The yield is 0.430. (7) The reactants are [CH3:1][C:2]1[O:6][N:5]=[C:4]([C:7]2[CH:12]=[CH:11][CH:10]=[CH:9][CH:8]=2)[C:3]=1[CH2:13][O:14][C:15]1[CH:23]=[CH:22][C:18]([C:19]([OH:21])=O)=[CH:17][N:16]=1.[NH:24]1[CH2:29][CH2:28][O:27][CH2:26][CH2:25]1. No catalyst specified. The product is [CH3:1][C:2]1[O:6][N:5]=[C:4]([C:7]2[CH:8]=[CH:9][CH:10]=[CH:11][CH:12]=2)[C:3]=1[CH2:13][O:14][C:15]1[N:16]=[CH:17][C:18]([C:19]([N:24]2[CH2:29][CH2:28][O:27][CH2:26][CH2:25]2)=[O:21])=[CH:22][CH:23]=1. The yield is 0.670. (8) The reactants are [F:1][C:2]1[CH:3]=[C:4](B(O)O)[CH:5]=[CH:6][CH:7]=1.[Br:11][C:12]1[CH:17]=[CH:16][CH:15]=[CH:14][C:13]=1[OH:18].CCN(CC)CC. The catalyst is C(Cl)Cl.CC([O-])=O.CC([O-])=O.[Cu+2]. The product is [F:1][C:2]1[CH:3]=[C:4]([CH:5]=[CH:6][CH:7]=1)[O:18][C:13]1[CH:14]=[CH:15][CH:16]=[CH:17][C:12]=1[Br:11]. The yield is 0.480. (9) The reactants are [OH:1][C:2]1[CH:19]=[CH:18][C:5]2[NH:6][C:7]([CH2:12][C:13]([O:15][CH2:16][CH3:17])=[O:14])=[N:8][S:9](=[O:11])(=[O:10])[C:4]=2[C:3]=1[N+:20]([O-])=O.[H][H]. The catalyst is CO.[Pd]. The product is [NH2:20][C:3]1[C:4]2[S:9](=[O:11])(=[O:10])[N:8]=[C:7]([CH2:12][C:13]([O:15][CH2:16][CH3:17])=[O:14])[NH:6][C:5]=2[CH:18]=[CH:19][C:2]=1[OH:1]. The yield is 0.990. (10) The reactants are [CH3:1][O:2][C:3](=[O:28])[CH2:4][O:5][CH2:6]/[CH:7]=[CH:8]\[CH2:9][N:10]1[C@@H:15](/[CH:16]=[CH:17]/[C:18](=[O:26])[CH2:19][C:20]2[CH:25]=[CH:24][CH:23]=[CH:22][CH:21]=2)[CH2:14][CH2:13][CH2:12][C:11]1=[O:27].[H][H]. The catalyst is [Pd].CO. The product is [CH3:1][O:2][C:3](=[O:28])[CH2:4][O:5][CH2:6][CH2:7][CH2:8][CH2:9][N:10]1[C@@H:15]([CH2:16][CH2:17][C:18](=[O:26])[CH2:19][C:20]2[CH:25]=[CH:24][CH:23]=[CH:22][CH:21]=2)[CH2:14][CH2:13][CH2:12][C:11]1=[O:27]. The yield is 0.850.